From a dataset of Forward reaction prediction with 1.9M reactions from USPTO patents (1976-2016). Predict the product of the given reaction. Given the reactants [CH3:1][C:2]1([CH3:17])[C:13]2[C:14]3[N:5]([C:6](=[O:16])[C:7](=[O:15])[NH:8][C:9]=3[CH:10]=[CH:11][CH:12]=2)[CH2:4][CH2:3]1.[H-].[Na+].Br[CH2:21]/[CH:22]=[CH:23]\[C@H:24]1[CH2:28][O:27][C:26]([CH3:30])([CH3:29])[O:25]1.O, predict the reaction product. The product is: [CH3:29][C:26]1([CH3:30])[O:25][C@@H:24](/[CH:23]=[CH:22]\[CH2:21][N:8]2[C:9]3[CH:10]=[CH:11][CH:12]=[C:13]4[C:2]([CH3:17])([CH3:1])[CH2:3][CH2:4][N:5]([C:14]=34)[C:6](=[O:16])[C:7]2=[O:15])[CH2:28][O:27]1.